The task is: Predict the reactants needed to synthesize the given product.. This data is from Full USPTO retrosynthesis dataset with 1.9M reactions from patents (1976-2016). (1) Given the product [Cl:1][C:2]1[CH:7]=[C:6]([Cl:8])[CH:5]=[CH:4][C:3]=1[C:9]1[N:10]=[C:11]([CH2:28][CH3:29])[C:12]([NH:17][C@@H:18]2[C:19]3[CH:46]=[CH:47][S:48][C:20]=3[CH2:22][CH2:21][C@H:26]2[CH2:25][CH2:24][CH3:23])=[N:13][C:14]=1[CH2:15][CH3:16], predict the reactants needed to synthesize it. The reactants are: [Cl:1][C:2]1[CH:7]=[C:6]([Cl:8])[CH:5]=[CH:4][C:3]=1[C:9]1[N:10]=[C:11]([CH2:28][CH3:29])[C:12]([NH:17][C@@H:18]2[C:26]3[C:21](=[CH:22][CH:23]=[CH:24][CH:25]=3)[CH2:20][C@@H:19]2O)=[N:13][C:14]=1[CH2:15][CH3:16].BrC1N=C(CC)C(N[C@@H]2C3[CH:46]=[CH:47][S:48]C=3CC[C@H]2CCC)=NC=1CC. (2) Given the product [ClH:29].[ClH:29].[NH2:15][CH2:14][CH:13]([C:23]1[CH:27]=[CH:26][S:25][CH:24]=1)[C:12]([NH:11][C:7]1[CH:6]=[C:5]2[C:10](=[CH:9][CH:8]=1)[CH:1]=[N:2][CH:3]=[CH:4]2)=[O:28], predict the reactants needed to synthesize it. The reactants are: [CH:1]1[C:10]2[C:5](=[CH:6][C:7]([NH:11][C:12](=[O:28])[CH:13]([C:23]3[CH:27]=[CH:26][S:25][CH:24]=3)[CH2:14][NH:15]C(=O)OC(C)(C)C)=[CH:8][CH:9]=2)[CH:4]=[CH:3][N:2]=1.[ClH:29]. (3) Given the product [C:29]([C:31]1[CH:32]=[CH:33][C:34]2[C:35]3[CH:36]=[CH:37][C:38]([Br:55])=[C:39]4[C:52]=3[C:43]([C:44]3[C:49]=2[C:48]=1[C:47]([C:50]#[N:51])=[CH:46][CH:45]=3)=[CH:42][CH:41]=[C:40]4[C:53]#[N:54])#[N:30].[CH:8]1[C:7]2=[C:24]3[C:15]([C:16]4[C:21]5[C:20](=[CH:3][CH:4]=[CH:5][C:6]2=5)[CH:19]=[CH:18][CH:17]=4)=[CH:14][CH:13]=[CH:12][C:11]3=[CH:10][CH:9]=1, predict the reactants needed to synthesize it. The reactants are: C([C:3]1[CH:4]=[CH:5][C:6]2[C:7]3[CH:8]=[CH:9][C:10](C#N)=[C:11]4[C:24]=3[C:15]([C:16]3[C:21]=2[C:20]=1[C:19](C#N)=[CH:18][CH:17]=3)=[CH:14][CH:13]=[C:12]4C#N)#N.[C:29]([C:31]1[CH:32]=[CH:33][C:34]2[C:35]3[CH:36]=[CH:37][C:38]([Br:55])=[C:39]4[C:52]=3[C:43]([C:44]3[C:49]=2[C:48]=1[C:47]([C:50]#[N:51])=[CH:46][CH:45]=3)=[CH:42][CH:41]=[C:40]4[C:53]#[N:54])#[N:30].BrC1C=CC2C3C=CC(Br)=C4C=3C(C3C=2C=1C(Br)=CC=3)=CC=C4Br.